Dataset: Forward reaction prediction with 1.9M reactions from USPTO patents (1976-2016). Task: Predict the product of the given reaction. (1) Given the reactants Br[C:2]1[N:6]2[CH:7]=[CH:8][C:9]([C:11]3([CH3:18])[CH2:15][O:14][C:13]([CH3:17])([CH3:16])[O:12]3)=[N:10][C:5]2=[N:4][CH:3]=1.[F:19][C:20]1[CH:25]=[CH:24][C:23](B2OC(C)(C)C(C)(C)O2)=[CH:22][C:21]=1[C:35]1[CH:36]=[N:37][CH:38]=[CH:39][CH:40]=1, predict the reaction product. The product is: [F:19][C:20]1[CH:25]=[CH:24][C:23]([C:2]2[N:6]3[CH:7]=[CH:8][C:9]([C:11]4([CH3:18])[CH2:15][O:14][C:13]([CH3:17])([CH3:16])[O:12]4)=[N:10][C:5]3=[N:4][CH:3]=2)=[CH:22][C:21]=1[C:35]1[CH:36]=[N:37][CH:38]=[CH:39][CH:40]=1. (2) Given the reactants [Cl:1][C:2]1[CH:3]=[C:4]2[C:8](=[CH:9][CH:10]=1)[NH:7][CH:6]=[C:5]2[CH:11]=[O:12].C(=O)([O-])[O-].[K+].[K+].[CH3:19][C:20]([O:23][C:24](O[C:24]([O:23][C:20]([CH3:22])([CH3:21])[CH3:19])=[O:25])=[O:25])([CH3:22])[CH3:21], predict the reaction product. The product is: [Cl:1][C:2]1[CH:3]=[C:4]2[C:8](=[CH:9][CH:10]=1)[N:7]([C:24]([O:23][C:20]([CH3:22])([CH3:21])[CH3:19])=[O:25])[CH:6]=[C:5]2[CH:11]=[O:12]. (3) Given the reactants [CH2:1]([O:8][C:9]1[CH:14]=[CH:13][NH:12][C:11](=[O:15])[CH:10]=1)[C:2]1[CH:7]=[CH:6][CH:5]=[CH:4][CH:3]=1.CN(C=O)C.[H-].[Na+].[F:23][C:24]1[CH:25]=[C:26]([CH:29]=[CH:30][C:31]=1F)[C:27]#[N:28], predict the reaction product. The product is: [CH2:1]([O:8][C:9]1[CH:14]=[CH:13][N:12]([C:31]2[CH:30]=[CH:29][C:26]([C:27]#[N:28])=[CH:25][C:24]=2[F:23])[C:11](=[O:15])[CH:10]=1)[C:2]1[CH:3]=[CH:4][CH:5]=[CH:6][CH:7]=1. (4) Given the reactants [I:1][CH3:2].[F:3][C:4]1[CH:5]=[C:6]([NH:17][C:18]([NH2:20])=[S:19])[CH:7]=[C:8]([F:16])[C:9]=1[N:10]1[CH:14]=[N:13][C:12]([CH3:15])=[N:11]1, predict the reaction product. The product is: [IH:1].[F:3][C:4]1[CH:5]=[C:6]([NH:17][C:18]([S:19][CH3:2])=[NH:20])[CH:7]=[C:8]([F:16])[C:9]=1[N:10]1[CH:14]=[N:13][C:12]([CH3:15])=[N:11]1.